This data is from NCI-60 drug combinations with 297,098 pairs across 59 cell lines. The task is: Regression. Given two drug SMILES strings and cell line genomic features, predict the synergy score measuring deviation from expected non-interaction effect. (1) Drug 1: CC1OCC2C(O1)C(C(C(O2)OC3C4COC(=O)C4C(C5=CC6=C(C=C35)OCO6)C7=CC(=C(C(=C7)OC)O)OC)O)O. Drug 2: C1=NC(=NC(=O)N1C2C(C(C(O2)CO)O)O)N. Cell line: UO-31. Synergy scores: CSS=15.4, Synergy_ZIP=-4.66, Synergy_Bliss=-0.890, Synergy_Loewe=0.271, Synergy_HSA=0.294. (2) Drug 1: C1=CC(=CC=C1CC(C(=O)O)N)N(CCCl)CCCl.Cl. Drug 2: CC(C)CN1C=NC2=C1C3=CC=CC=C3N=C2N. Cell line: M14. Synergy scores: CSS=-1.73, Synergy_ZIP=0.389, Synergy_Bliss=-0.0731, Synergy_Loewe=-3.69, Synergy_HSA=-3.69. (3) Drug 1: CC1C(C(CC(O1)OC2CC(CC3=C2C(=C4C(=C3O)C(=O)C5=C(C4=O)C(=CC=C5)OC)O)(C(=O)C)O)N)O.Cl. Drug 2: CN(C)N=NC1=C(NC=N1)C(=O)N. Cell line: IGROV1. Synergy scores: CSS=36.1, Synergy_ZIP=-6.34, Synergy_Bliss=0.808, Synergy_Loewe=-33.8, Synergy_HSA=3.71.